From a dataset of Reaction yield outcomes from USPTO patents with 853,638 reactions. Predict the reaction yield, written as a fraction of the theoretical maximum amount of product (1.0 means a 100% yield; for example, 0.34 means a 34% yield). The reactants are [Cl-].O[NH3+:3].[C:4](=[O:7])([O-])[OH:5].[Na+].CS(C)=O.[F:13][C:14]1[CH:15]=[C:16]([C:48]2[C:49]([C:54]#[N:55])=[CH:50][CH:51]=[CH:52][CH:53]=2)[CH:17]=[CH:18][C:19]=1[CH2:20][C:21]1[C:22](=[O:47])[N:23]([C@H:33]2[CH2:38][CH2:37][C@H:36]([O:39][CH:40]3[C:44]([OH:46])([CH3:45])[CH2:43][O:42][CH2:41]3)[CH2:35][CH2:34]2)[C:24]2[N:25]([N:30]=[CH:31][N:32]=2)[C:26]=1[CH2:27][CH2:28][CH3:29]. The catalyst is C(OCC)(=O)C. The product is [F:13][C:14]1[CH:15]=[C:16]([C:48]2[CH:53]=[CH:52][CH:51]=[CH:50][C:49]=2[C:54]2[NH:3][C:4](=[O:7])[O:5][N:55]=2)[CH:17]=[CH:18][C:19]=1[CH2:20][C:21]1[C:22](=[O:47])[N:23]([C@H:33]2[CH2:34][CH2:35][C@H:36]([O:39][CH:40]3[C:44]([OH:46])([CH3:45])[CH2:43][O:42][CH2:41]3)[CH2:37][CH2:38]2)[C:24]2[N:25]([N:30]=[CH:31][N:32]=2)[C:26]=1[CH2:27][CH2:28][CH3:29]. The yield is 0.340.